Dataset: Catalyst prediction with 721,799 reactions and 888 catalyst types from USPTO. Task: Predict which catalyst facilitates the given reaction. (1) Reactant: Cl.[NH:2]1[CH2:7][CH2:6][CH2:5][C@H:4]([N:8]2[C:12]3=[C:13]4[S:19][CH:18]=[CH:17][C:14]4=[N:15][CH:16]=[C:11]3[N:10]=[C:9]2[C@H:20]([OH:22])[CH3:21])[CH2:3]1.C(N(CC)CC)C.Cl[C:31]([O:33][CH2:34][CH3:35])=[O:32]. Product: [OH:22][C@@H:20]([C:9]1[N:8]([C@H:4]2[CH2:5][CH2:6][CH2:7][N:2]([C:31]([O:33][CH2:34][CH3:35])=[O:32])[CH2:3]2)[C:12]2=[C:13]3[S:19][CH:18]=[CH:17][C:14]3=[N:15][CH:16]=[C:11]2[N:10]=1)[CH3:21]. The catalyst class is: 2. (2) Reactant: [CH3:1][C:2]1([CH3:31])[CH2:11][CH:10]=[C:9]([C:12]2[S:13][C:14]([CH3:17])=[CH:15][CH:16]=2)[C:8]2[CH:7]=[C:6]([C:18]#[C:19][C:20]3[CH:30]=[CH:29][C:23]([C:24]([O:26]CC)=[O:25])=[CH:22][CH:21]=3)[CH:5]=[CH:4][C:3]1=2.[OH-].[Na+].Cl. Product: [CH3:1][C:2]1([CH3:31])[CH2:11][CH:10]=[C:9]([C:12]2[S:13][C:14]([CH3:17])=[CH:15][CH:16]=2)[C:8]2[CH:7]=[C:6]([C:18]#[C:19][C:20]3[CH:21]=[CH:22][C:23]([C:24]([OH:26])=[O:25])=[CH:29][CH:30]=3)[CH:5]=[CH:4][C:3]1=2. The catalyst class is: 301. (3) Reactant: [I:1][C:2]1[CH:3]=[C:4]([C:13](OC)=[O:14])[CH:5]=[C:6]2[C:11]=1[N:10]=[CH:9][C:8]([CH3:12])=[CH:7]2. Product: [I:1][C:2]1[CH:3]=[C:4]([CH2:13][OH:14])[CH:5]=[C:6]2[C:11]=1[N:10]=[CH:9][C:8]([CH3:12])=[CH:7]2. The catalyst class is: 1. (4) Reactant: CCCC[N+](CCCC)(CCCC)CCCC.[F-].[F:19][C:20]([F:47])([F:46])[C:21]1[CH:26]=[CH:25][C:24]([NH:27][C:28]([C:30]2[C:34]([CH3:35])=[C:33]([Si](C(C)C)(C(C)C)C(C)C)[NH:32][N:31]=2)=[O:29])=[CH:23][CH:22]=1.O. Product: [F:47][C:20]([F:19])([F:46])[C:21]1[CH:22]=[CH:23][C:24]([NH:27][C:28]([C:30]2[C:34]([CH3:35])=[CH:33][NH:32][N:31]=2)=[O:29])=[CH:25][CH:26]=1. The catalyst class is: 1. (5) Reactant: [F:1][C:2]1[CH:3]=[C:4]([C:9]2[N:10]=[C:11]3[CH:19]=[CH:18][C:17]([N:20]4[CH2:25][CH2:24][NH:23][CH2:22][CH2:21]4)=[CH:16][N:12]3[C:13](=[O:15])[CH:14]=2)[CH:5]=[CH:6][C:7]=1[OH:8].[C:26](O[C:26]([O:28][C:29]([CH3:32])([CH3:31])[CH3:30])=[O:27])([O:28][C:29]([CH3:32])([CH3:31])[CH3:30])=[O:27].C(N(CC)CC)C. Product: [F:1][C:2]1[CH:3]=[C:4]([C:9]2[N:10]=[C:11]3[CH:19]=[CH:18][C:17]([N:20]4[CH2:21][CH2:22][N:23]([C:26]([O:28][C:29]([CH3:32])([CH3:31])[CH3:30])=[O:27])[CH2:24][CH2:25]4)=[CH:16][N:12]3[C:13](=[O:15])[CH:14]=2)[CH:5]=[CH:6][C:7]=1[OH:8]. The catalyst class is: 5.